From a dataset of Reaction yield outcomes from USPTO patents with 853,638 reactions. Predict the reaction yield, written as a fraction of the theoretical maximum amount of product (1.0 means a 100% yield; for example, 0.34 means a 34% yield). (1) The reactants are [Cl:1][C:2]1[CH:3]=[C:4]([OH:8])[CH:5]=[CH:6][CH:7]=1.CC1C=CC(S(O[CH2:20][CH2:21][CH2:22][NH:23][C:24]2[C:25](=[O:41])[N:26]([C:37]([CH3:40])([CH3:39])[CH3:38])[S:27](=[O:36])(=[O:35])[C:28]=2[C:29]2[CH:34]=[CH:33][CH:32]=[CH:31][CH:30]=2)(=O)=O)=CC=1. No catalyst specified. The product is [C:37]([N:26]1[C:25](=[O:41])[C:24]([NH:23][CH2:22][CH2:21][CH2:20][O:8][C:4]2[CH:5]=[CH:6][CH:7]=[C:2]([Cl:1])[CH:3]=2)=[C:28]([C:29]2[CH:30]=[CH:31][CH:32]=[CH:33][CH:34]=2)[S:27]1(=[O:35])=[O:36])([CH3:38])([CH3:39])[CH3:40]. The yield is 0.720. (2) The reactants are [F:1][C:2]1[C:3]([OH:11])=[N:4][CH:5]=[C:6]([N+:8]([O-:10])=[O:9])[CH:7]=1.[C:12]([O-])([O-])=O.[K+].[K+].CI. The catalyst is CN(C=O)C. The product is [F:1][C:2]1[C:3](=[O:11])[N:4]([CH3:12])[CH:5]=[C:6]([N+:8]([O-:10])=[O:9])[CH:7]=1. The yield is 0.930. (3) The yield is 0.470. The catalyst is FC(F)(F)C(O)=O. The product is [CH3:8][O:9][C:10](=[O:30])[CH2:11][CH2:12][C:13]1[C:14](=[O:29])[NH:15][CH2:16][CH:17]=1. The reactants are C([SiH](CC)CC)C.[CH3:8][O:9][C:10](=[O:30])[CH2:11][CH2:12][C:13]1[C:14](=[O:29])[N:15](CC2C=CC(OC)=CC=2OC)[CH2:16][CH:17]=1. (4) The reactants are [CH3:1][N:2]1[C:10]2[N:9]=[CH:8][NH:7][C:6]=2[C:5](=[O:11])[NH:4][C:3]1=[O:12].C([O-])(=O)C.[Na+].[Br:18]Br. The catalyst is C(O)(=O)C. The product is [Br:18][C:8]1[NH:7][C:6]2[C:5](=[O:11])[NH:4][C:3](=[O:12])[N:2]([CH3:1])[C:10]=2[N:9]=1. The yield is 0.900. (5) The reactants are [CH:1]1([Mg]Br)[CH2:3][CH2:2]1.Br[C:7]1[C:16]2[C:11](=[CH:12][CH:13]=[CH:14][CH:15]=2)[CH:10]=[CH:9][CH:8]=1. The catalyst is O1CCCC1.Cl[Ni]1(Cl)[P](C2C=CC=CC=2)(C2C=CC=CC=2)CCC[P]1(C1C=CC=CC=1)C1C=CC=CC=1. The product is [CH:1]1([C:15]2[C:16]3[C:11](=[CH:10][CH:9]=[CH:8][CH:7]=3)[CH:12]=[CH:13][CH:14]=2)[CH2:3][CH2:2]1. The yield is 0.760. (6) The reactants are [CH3:1][N:2]1[CH2:7][CH2:6][CH:5]([CH2:8][N:9]2[CH2:14][CH2:13][NH:12][CH2:11][CH2:10]2)[CH2:4][CH2:3]1.[C:15]1([CH:21]([N:28]=[C:29]=[O:30])[C:22]2[CH:27]=[CH:26][CH:25]=[CH:24][CH:23]=2)[CH:20]=[CH:19][CH:18]=[CH:17][CH:16]=1. The catalyst is C(Cl)Cl. The product is [CH:21]([NH:28][C:29]([N:12]1[CH2:13][CH2:14][N:9]([CH2:8][CH:5]2[CH2:6][CH2:7][N:2]([CH3:1])[CH2:3][CH2:4]2)[CH2:10][CH2:11]1)=[O:30])([C:22]1[CH:23]=[CH:24][CH:25]=[CH:26][CH:27]=1)[C:15]1[CH:20]=[CH:19][CH:18]=[CH:17][CH:16]=1. The yield is 0.820.